Dataset: CYP1A2 inhibition data for predicting drug metabolism from PubChem BioAssay. Task: Regression/Classification. Given a drug SMILES string, predict its absorption, distribution, metabolism, or excretion properties. Task type varies by dataset: regression for continuous measurements (e.g., permeability, clearance, half-life) or binary classification for categorical outcomes (e.g., BBB penetration, CYP inhibition). Dataset: cyp1a2_veith. (1) The compound is CC1(C)CCC=[N+]1[O-]. The result is 0 (non-inhibitor). (2) The compound is COc1ccc(-c2csc(NC(=O)Cn3nc(C)cc3C)n2)cc1. The result is 1 (inhibitor). (3) The drug is COc1ccc(NC(=O)N2CC3(CCN(C(=O)c4csnn4)CC3)C2)cc1. The result is 0 (non-inhibitor). (4) The compound is CON(C)C(=O)c1nnc2c(n1)[nH]c1ccccc12. The result is 0 (non-inhibitor). (5) The molecule is Cc1cc(O)c(/C=N/Nc2cccc(Cl)c2)c(=O)o1. The result is 1 (inhibitor).